From a dataset of Reaction yield outcomes from USPTO patents with 853,638 reactions. Predict the reaction yield, written as a fraction of the theoretical maximum amount of product (1.0 means a 100% yield; for example, 0.34 means a 34% yield). (1) The reactants are [CH3:1][O:2][C:3]1[CH:4]=[C:5]([CH:9]=[C:10]([N+:12]([O-:14])=[O:13])[CH:11]=1)[C:6]([OH:8])=[O:7].S(Cl)(Cl)=O.[CH2:19](O)[CH3:20]. No catalyst specified. The product is [CH3:1][O:2][C:3]1[CH:4]=[C:5]([CH:9]=[C:10]([N+:12]([O-:14])=[O:13])[CH:11]=1)[C:6]([O:8][CH2:19][CH3:20])=[O:7]. The yield is 0.856. (2) The reactants are [Cl:1][C:2]1[CH:10]=[C:9]2[C:5]([C:6]([C:20](=[O:25])C(F)(F)F)=[CH:7][N:8]2[CH2:11][C:12]2[CH:17]=[C:16]([F:18])[CH:15]=[C:14]([F:19])[CH:13]=2)=[CH:4][CH:3]=1.[H-].[Na+].[OH2:28]. The catalyst is CN(C=O)C.COC(C)(C)C. The product is [Cl:1][C:2]1[CH:10]=[C:9]2[C:5]([C:6]([C:20]([OH:25])=[O:28])=[CH:7][N:8]2[CH2:11][C:12]2[CH:17]=[C:16]([F:18])[CH:15]=[C:14]([F:19])[CH:13]=2)=[CH:4][CH:3]=1. The yield is 0.950. (3) The reactants are [NH2:1][C:2]1[C:7]([S:8]([NH:11][C:12]2[CH:17]=[CH:16][C:15]([F:18])=[CH:14][C:13]=2[F:19])(=[O:10])=[O:9])=[CH:6][C:5](Br)=[CH:4][N:3]=1.B1(B2OC(C)(C)C(C)(C)O2)OC(C)(C)C(C)(C)O1.I[C:40]1[S:44][C:43]([C:45]2[CH:46]=[C:47]3[C:51](=[CH:52][CH:53]=2)[C:50](=[O:54])[N:49]([CH3:55])[CH2:48]3)=[CH:42][CH:41]=1. The catalyst is C(Cl)Cl.CO. The product is [NH2:1][C:2]1[C:7]([S:8]([NH:11][C:12]2[CH:17]=[CH:16][C:15]([F:18])=[CH:14][C:13]=2[F:19])(=[O:10])=[O:9])=[CH:6][C:5]([C:40]2[S:44][C:43]([C:45]3[CH:46]=[C:47]4[C:51](=[CH:52][CH:53]=3)[C:50](=[O:54])[N:49]([CH3:55])[CH2:48]4)=[CH:42][CH:41]=2)=[CH:4][N:3]=1. The yield is 0.100. (4) The reactants are Cl.[Cl:2][C:3]1[CH:4]=[C:5]([CH:18]=[CH:19][C:20]=1[F:21])[NH:6][C:7]1[C:16]2[C:11](=[CH:12][CH:13]=[CH:14][C:15]=2F)[N:10]=[CH:9][N:8]=1.[OH:22][CH:23]1[CH2:28][CH2:27][O:26][CH2:25][CH2:24]1. No catalyst specified. The product is [Cl:2][C:3]1[CH:4]=[C:5]([CH:18]=[CH:19][C:20]=1[F:21])[NH:6][C:7]1[C:16]2[C:11](=[CH:12][CH:13]=[CH:14][C:15]=2[O:22][CH:23]2[CH2:28][CH2:27][O:26][CH2:25][CH2:24]2)[N:10]=[CH:9][N:8]=1. The yield is 0.450.